From a dataset of Peptide-MHC class I binding affinity with 185,985 pairs from IEDB/IMGT. Regression. Given a peptide amino acid sequence and an MHC pseudo amino acid sequence, predict their binding affinity value. This is MHC class I binding data. The peptide sequence is IWARTYFFK. The MHC is HLA-A24:02 with pseudo-sequence HLA-A24:02. The binding affinity (normalized) is 0.474.